This data is from Catalyst prediction with 721,799 reactions and 888 catalyst types from USPTO. The task is: Predict which catalyst facilitates the given reaction. Reactant: [Cl:1][C:2]1[CH:7]=[CH:6][N:5]=[C:4]([C:8]#[N:9])[C:3]=1[CH2:10][O:11][CH:12]1[CH2:17][CH2:16][CH2:15][CH2:14][O:13]1.[BH4-].[Na+].C([O-])(O)=O.[Na+].[C:25](Cl)(=[O:29])[CH:26]([CH3:28])[CH3:27]. Product: [Cl:1][C:2]1[CH:7]=[CH:6][N:5]=[C:4]([CH2:8][NH:9][C:25](=[O:29])[CH:26]([CH3:28])[CH3:27])[C:3]=1[CH2:10][O:11][CH:12]1[CH2:17][CH2:16][CH2:15][CH2:14][O:13]1. The catalyst class is: 92.